This data is from Forward reaction prediction with 1.9M reactions from USPTO patents (1976-2016). The task is: Predict the product of the given reaction. (1) The product is: [CH:11]1([C:8]2[O:9][CH:10]=[C:6]([CH2:5][C:4]([OH:17])=[O:3])[N:7]=2)[CH2:12][CH2:13][CH2:14][CH2:15][CH2:16]1. Given the reactants C([O:3][C:4](=[O:17])[CH2:5][C:6]1[N:7]=[C:8]([CH:11]2[CH2:16][CH2:15][CH2:14][CH2:13][CH2:12]2)[O:9][CH:10]=1)C.O[Li].O, predict the reaction product. (2) Given the reactants [Si]([O:18][CH:19]1[CH2:22][N:21]([C:23]2[S:24][CH:25]=[C:26]([C:28](=[O:49])[NH:29][CH:30]3[CH2:35][CH2:34][N:33]([C:36]([O:38][CH2:39][C:40]4[CH:45]=[CH:44][C:43]([N+:46]([O-:48])=[O:47])=[CH:42][CH:41]=4)=[O:37])[CH2:32][CH2:31]3)[N:27]=2)[CH2:20]1)(C(C)(C)C)(C1C=CC=CC=1)C1C=CC=CC=1.C(O)(=O)C.[F-].C([N+](CCCC)(CCCC)CCCC)CCC, predict the reaction product. The product is: [OH:18][CH:19]1[CH2:20][N:21]([C:23]2[S:24][CH:25]=[C:26]([C:28](=[O:49])[NH:29][CH:30]3[CH2:35][CH2:34][N:33]([C:36]([O:38][CH2:39][C:40]4[CH:45]=[CH:44][C:43]([N+:46]([O-:48])=[O:47])=[CH:42][CH:41]=4)=[O:37])[CH2:32][CH2:31]3)[N:27]=2)[CH2:22]1.